From a dataset of Catalyst prediction with 721,799 reactions and 888 catalyst types from USPTO. Predict which catalyst facilitates the given reaction. Reactant: C(=O)([O-])[O-].[K+].[K+].C([O:10][CH2:11][CH2:12][CH2:13][NH:14][C:15]1[C:20]([CH3:21])=[C:19]([CH3:22])[N:18]2[N:23]=[N:24][N:25]=[C:17]2[C:16]=1[NH:26][C:27](=O)[CH2:28][O:29][CH2:30][CH3:31])(=O)C. Product: [CH2:30]([O:29][CH2:28][C:27]1[N:14]([CH2:13][CH2:12][CH2:11][OH:10])[C:15]2[C:20]([CH3:21])=[C:19]([CH3:22])[N:18]3[N:23]=[N:24][N:25]=[C:17]3[C:16]=2[N:26]=1)[CH3:31]. The catalyst class is: 40.